Dataset: Reaction yield outcomes from USPTO patents with 853,638 reactions. Task: Predict the reaction yield, written as a fraction of the theoretical maximum amount of product (1.0 means a 100% yield; for example, 0.34 means a 34% yield). (1) The reactants are Br[CH2:2][CH2:3][CH2:4][O:5][N:6]=[CH:7][C:8]1[C:12]2[CH:13]=[CH:14][CH:15]=[CH:16][C:11]=2[O:10][C:9]=1[CH2:17][CH2:18][CH2:19][CH3:20].C[O:22][C:23](=[O:32])[CH2:24][C:25]1[CH:30]=[CH:29][C:28]([OH:31])=[CH:27][CH:26]=1. No catalyst specified. The product is [CH2:17]([C:9]1[O:10][C:11]2[CH:16]=[CH:15][CH:14]=[CH:13][C:12]=2[C:8]=1/[CH:7]=[N:6]/[O:5][CH2:4][CH2:3][CH2:2][O:31][C:28]1[CH:27]=[CH:26][C:25]([CH2:24][C:23]([OH:32])=[O:22])=[CH:30][CH:29]=1)[CH2:18][CH2:19][CH3:20]. The yield is 0.390. (2) The reactants are Br[C:2]1[CH:3]=[C:4]2[C:9](=[CH:10][CH:11]=1)[C:8]([C:12]([F:15])([F:14])[F:13])=[C:7]([O:16][C@H:17]1[CH2:22][CH2:21][C@@H:20]([CH3:23])[CH2:19][CH2:18]1)[CH:6]=[CH:5]2.BrC1C=C2C(=CC=1)C(C(F)(F)F)=C(O[C@H]1CC[C@@H](C(F)(F)F)CC1)C=C2.C[C@H]1CC[C@H](O)CC1.C([Li])CCC.CCCCCC.N#N.[B:71](OC(C)C)([O:76]C(C)C)[O:72]C(C)C. The catalyst is C1COCC1. The product is [CH3:23][C@@H:20]1[CH2:21][CH2:22][C@H:17]([O:16][C:7]2[C:8]([C:12]([F:15])([F:14])[F:13])=[C:9]3[C:4](=[CH:5][CH:6]=2)[CH:3]=[C:2]([B:71]([OH:76])[OH:72])[CH:11]=[CH:10]3)[CH2:18][CH2:19]1. The yield is 0.330. (3) The reactants are [Cl:1][C:2]1[C:3]([NH:20][NH:21][C:22](=O)[CH2:23][CH:24]2[CH2:26][CH2:25]2)=[N:4][CH:5]=[N:6][C:7]=1[N:8]1[CH2:13][CH2:12][CH:11]([C:14]2[CH:19]=[CH:18][CH:17]=[CH:16][CH:15]=2)[CH2:10][CH2:9]1.CC[N+](S(N=C(OC)[O-])(=O)=O)(CC)CC. The catalyst is C1COCC1.C(OCC)(=O)C.C(=O)([O-])[O-].[Na+].[Na+]. The product is [Cl:1][C:2]1[C:3]2[N:4]([C:22]([CH2:23][CH:24]3[CH2:26][CH2:25]3)=[N:21][N:20]=2)[CH:5]=[N:6][C:7]=1[N:8]1[CH2:13][CH2:12][CH:11]([C:14]2[CH:19]=[CH:18][CH:17]=[CH:16][CH:15]=2)[CH2:10][CH2:9]1. The yield is 0.280. (4) The reactants are [F:1][C:2]([CH3:39])([CH3:38])[CH2:3][CH2:4][CH:5]([C:33]1[NH:37][CH:36]=[N:35][N:34]=1)[CH2:6][CH:7]([O:29]C(=O)C)[CH:8]([NH:16][C:17]([C:19]1[CH:28]=[N:27][C:26]2[C:21](=[CH:22][CH:23]=[CH:24][CH:25]=2)[N:20]=1)=[O:18])[CH2:9][C:10]1[CH:15]=[CH:14][CH:13]=[CH:12][CH:11]=1.C(=O)([O-])[O-].[K+].[K+]. The catalyst is CO. The product is [CH2:9]([CH:8]([NH:16][C:17]([C:19]1[CH:28]=[N:27][C:26]2[C:21](=[CH:22][CH:23]=[CH:24][CH:25]=2)[N:20]=1)=[O:18])[CH:7]([OH:29])[CH2:6][CH:5]([C:33]1[NH:37][CH:36]=[N:35][N:34]=1)[CH2:4][CH2:3][C:2]([F:1])([CH3:39])[CH3:38])[C:10]1[CH:15]=[CH:14][CH:13]=[CH:12][CH:11]=1. The yield is 0.870. (5) The product is [CH:21]1([C:2]2[CH:3]=[C:4]([CH3:20])[C:5]([F:19])=[C:6]([B:8]3[O:15][C:14](=[O:16])[CH2:13][N:12]([CH3:17])[CH2:11][C:10](=[O:18])[O:9]3)[CH:7]=2)[CH2:23][CH2:22]1. The yield is 0.600. The catalyst is C(#N)C.C([O-])(=O)C.[Pd+2].C([O-])(=O)C.C1(C)C=CC=CC=1. The reactants are Br[C:2]1[CH:3]=[C:4]([CH3:20])[C:5]([F:19])=[C:6]([B:8]2[O:15][C:14](=[O:16])[CH2:13][N:12]([CH3:17])[CH2:11][C:10](=[O:18])[O:9]2)[CH:7]=1.[CH:21]1(B(O)O)[CH2:23][CH2:22]1.COC1C=CC=C(OC)C=1C1C=CC=CC=1P(C1CCCCC1)C1CCCCC1.P([O-])([O-])([O-])=O.[K+].[K+].[K+]. (6) The reactants are [F:1][C:2]1[C:3]([C:9]2[N:13]([CH:14]([CH3:16])[CH3:15])[C:12]([CH3:17])=[N:11][CH:10]=2)=[N:4][C:5]([NH2:8])=[N:6][CH:7]=1.Br[C:19]1[CH:20]=[C:21]([CH:26]=[CH:27][CH:28]=1)[C:22]([O:24][CH3:25])=[O:23].C([O-])([O-])=O.[Cs+].[Cs+].CC(C1C=C(C(C)C)C(C2C=CC=CC=2P(C2CCCCC2)C2CCCCC2)=C(C(C)C)C=1)C. The catalyst is O1CCOCC1.C1C=CC(/C=C/C(/C=C/C2C=CC=CC=2)=O)=CC=1.C1C=CC(/C=C/C(/C=C/C2C=CC=CC=2)=O)=CC=1.C1C=CC(/C=C/C(/C=C/C2C=CC=CC=2)=O)=CC=1.[Pd].[Pd]. The product is [F:1][C:2]1[C:3]([C:9]2[N:13]([CH:14]([CH3:15])[CH3:16])[C:12]([CH3:17])=[N:11][CH:10]=2)=[N:4][C:5]([NH:8][C:19]2[CH:20]=[C:21]([CH:26]=[CH:27][CH:28]=2)[C:22]([O:24][CH3:25])=[O:23])=[N:6][CH:7]=1. The yield is 0.620.